Dataset: Catalyst prediction with 721,799 reactions and 888 catalyst types from USPTO. Task: Predict which catalyst facilitates the given reaction. (1) Reactant: C([N:3]([CH2:6][CH3:7])CC)C.[CH:8]([C:11]1[CH:17]=[CH:16][CH:15]=[C:14]([CH:18]([CH3:20])[CH3:19])[C:12]=1[NH2:13])([CH3:10])[CH3:9].[C:21](Cl)(=[O:31])[C:22]1[C:23](=[CH:27][CH:28]=[CH:29][CH:30]=1)[C:24](Cl)=[O:25]. Product: [CH:18]([C:14]1[CH:15]=[CH:16][CH:17]=[C:11]([CH:8]([CH3:10])[CH3:9])[C:12]=1[NH:13][C:21](=[O:31])[C:22]1[C:23](=[CH:27][CH:28]=[CH:29][CH:30]=1)[C:24]([NH:3][C:6]1[C:7]([CH:8]([CH3:10])[CH3:9])=[CH:16][CH:17]=[CH:11][C:12]=1[CH:14]([CH3:18])[CH3:15])=[O:25])([CH3:20])[CH3:19]. The catalyst class is: 4. (2) Reactant: [CH3:1][C:2]1[C:3]([N:9]2[CH2:14][CH2:13][N:12]([C:15]([C:17]3[N:22]=[CH:21][C:20]([N:23]4[C@H:27]([CH3:28])[CH2:26][O:25][C:24]4=[O:29])=[CH:19][N:18]=3)=[O:16])[CH2:11][CH2:10]2)=[N:4][CH:5]=[C:6]([CH3:8])[CH:7]=1.[ClH:30].C(OCC)(=O)C. Product: [ClH:30].[CH3:1][C:2]1[C:3]([N:9]2[CH2:10][CH2:11][N:12]([C:15]([C:17]3[N:22]=[CH:21][C:20]([N:23]4[C@H:27]([CH3:28])[CH2:26][O:25][C:24]4=[O:29])=[CH:19][N:18]=3)=[O:16])[CH2:13][CH2:14]2)=[N:4][CH:5]=[C:6]([CH3:8])[CH:7]=1. The catalyst class is: 13. (3) Reactant: [CH3:1][O:2][C:3]1[CH:8]=[CH:7][N:6]=[C:5]([CH2:9][CH2:10][C:11]([OH:13])=[O:12])[CH:4]=1.[NH2:14][C:15]1[C:20]([NH2:21])=[CH:19][C:18]([CH2:22][CH:23]2[CH2:28][CH2:27][CH2:26][CH2:25][CH2:24]2)=[CH:17][N:16]=1. Product: [CH3:1][O:2][C:3]1[CH:8]=[CH:7][N:6]=[C:5]([CH2:9][CH2:10][C:11]([OH:13])=[O:12])[CH:4]=1.[NH2:14][C:15]1[C:20]([NH2:21])=[CH:19][C:18]([CH2:22][CH:23]2[CH2:24][CH2:25][CH2:26][CH2:27][CH2:28]2)=[CH:17][N:16]=1.[CH3:1][O:2][C:3]1[CH:8]=[CH:7][N:6]=[C:5]([CH2:9][CH2:10][C:11]2[NH:14][C:15]3=[N:16][CH:17]=[C:18]([CH2:22][CH:23]4[CH2:28][CH2:27][CH2:26][CH2:25][CH2:24]4)[CH:19]=[C:20]3[N:21]=2)[CH:4]=1. The catalyst class is: 98. (4) Reactant: [F:1][C:2]1([F:19])[CH2:7][CH2:6][N:5]([C:8]([O:10][C:11]([CH3:14])([CH3:13])[CH3:12])=[O:9])[CH:4]([C:15]([O:17]C)=[O:16])[CH2:3]1.[OH-].[Li+]. Product: [C:11]([O:10][C:8]([N:5]1[CH2:6][CH2:7][C:2]([F:1])([F:19])[CH2:3][CH:4]1[C:15]([OH:17])=[O:16])=[O:9])([CH3:14])([CH3:12])[CH3:13]. The catalyst class is: 87. (5) Reactant: CCN(C(C)C)C(C)C.[C:10]1([C:23]2[CH:28]=[CH:27][CH:26]=[CH:25][CH:24]=2)[CH:15]=[CH:14][C:13]([C:16]([NH:18][CH2:19][C:20]([OH:22])=O)=[O:17])=[CH:12][CH:11]=1.C1C=CC2N(O)N=NC=2C=1.CCN=C=NCCCN(C)C.Cl.[C:51]([N:58]1[CH2:63][CH2:62][NH:61][CH2:60][CH2:59]1)([O:53][C:54]([CH3:57])([CH3:56])[CH3:55])=[O:52]. Product: [C:54]([O:53][C:51]([N:58]1[CH2:63][CH2:62][N:61]([C:20](=[O:22])[CH2:19][NH:18][C:16]([C:13]2[CH:12]=[CH:11][C:10]([C:23]3[CH:28]=[CH:27][CH:26]=[CH:25][CH:24]=3)=[CH:15][CH:14]=2)=[O:17])[CH2:60][CH2:59]1)=[O:52])([CH3:57])([CH3:55])[CH3:56]. The catalyst class is: 18. (6) Reactant: [C:1]1([CH:7]2[C:13]3[CH:14]=[CH:15][CH:16]=[CH:17][C:12]=3[O:11][CH2:10][CH2:9][NH:8]2)[CH:6]=[CH:5][CH:4]=[CH:3][CH:2]=1.[CH3:18][C:19]1[C:23]([CH:24]([OH:38])[C:25]2[O:26][C:27]3[CH:33]=[CH:32][C:31]([CH2:34][C:35](O)=[O:36])=[CH:30][C:28]=3[CH:29]=2)=[C:22]([CH3:39])[O:21][N:20]=1.C(P1(=O)OP(CCC)(=O)OP(CCC)(=O)O1)CC. Product: [CH3:18][C:19]1[C:23]([CH:24]([OH:38])[C:25]2[O:26][C:27]3[CH:33]=[CH:32][C:31]([CH2:34][C:35]([N:8]4[CH:7]([C:1]5[CH:2]=[CH:3][CH:4]=[CH:5][CH:6]=5)[C:13]5[CH:14]=[CH:15][CH:16]=[CH:17][C:12]=5[O:11][CH2:10][CH2:9]4)=[O:36])=[CH:30][C:28]=3[CH:29]=2)=[C:22]([CH3:39])[O:21][N:20]=1. The catalyst class is: 251. (7) Reactant: N1C=CC=CC=1.[CH2:7]([O:14][N:15]1[C:21](=[O:22])[N:20]2[CH2:23][C@H:16]1[CH2:17][CH2:18][C@H:19]2[C:24]([NH:26][NH:27][C:28]([N:30]1[CH2:35][CH2:34][N:33]([C:36]([O:38][C:39]([CH3:42])([CH3:41])[CH3:40])=[O:37])[CH2:32][CH2:31]1)=[O:29])=O)[C:8]1[CH:13]=[CH:12][CH:11]=[CH:10][CH:9]=1.O(S(C(F)(F)F)(=O)=O)S(C(F)(F)F)(=O)=O.C([O-])(O)=O.[Na+]. Product: [CH2:7]([O:14][N:15]1[C:21](=[O:22])[N:20]2[CH2:23][C@H:16]1[CH2:17][CH2:18][C@H:19]2[C:24]1[O:29][C:28]([N:30]2[CH2:35][CH2:34][N:33]([C:36]([O:38][C:39]([CH3:41])([CH3:42])[CH3:40])=[O:37])[CH2:32][CH2:31]2)=[N:27][N:26]=1)[C:8]1[CH:9]=[CH:10][CH:11]=[CH:12][CH:13]=1. The catalyst class is: 2.